This data is from Forward reaction prediction with 1.9M reactions from USPTO patents (1976-2016). The task is: Predict the product of the given reaction. (1) Given the reactants [NH2:1][C:2]1[CH:3]=[CH:4][C:5]([F:24])=[C:6]([C@:8]23[CH2:15][C@H:14]2[CH2:13][CH2:12][S:11][C:10]([NH:16][C:17](=[O:23])[O:18][C:19]([CH3:22])([CH3:21])[CH3:20])=[N:9]3)[CH:7]=1.[Cl:25][C:26]1[CH:27]=[CH:28][C:29]([C:32](O)=[O:33])=[N:30][CH:31]=1, predict the reaction product. The product is: [Cl:25][C:26]1[CH:27]=[CH:28][C:29]([C:32]([NH:1][C:2]2[CH:3]=[CH:4][C:5]([F:24])=[C:6]([C@:8]34[CH2:15][C@H:14]3[CH2:13][CH2:12][S:11][C:10]([NH:16][C:17](=[O:23])[O:18][C:19]([CH3:21])([CH3:20])[CH3:22])=[N:9]4)[CH:7]=2)=[O:33])=[N:30][CH:31]=1. (2) Given the reactants [CH3:1][C:2]1[CH:3]=[C:4]([N:9]([CH3:26])[C:10]2[C:19]3[C:14](=[CH:15][CH:16]=[CH:17][CH:18]=3)[C:13](=[O:20])[N:12]([CH3:21])[C:11]=2[C:22](OC)=[O:23])[CH:5]=[CH:6][C:7]=1[CH3:8].[BH4-].[Li+].C1COCC1, predict the reaction product. The product is: [CH3:1][C:2]1[CH:3]=[C:4]([N:9]([CH3:26])[C:10]2[C:19]3[C:14](=[CH:15][CH:16]=[CH:17][CH:18]=3)[C:13](=[O:20])[N:12]([CH3:21])[C:11]=2[CH2:22][OH:23])[CH:5]=[CH:6][C:7]=1[CH3:8]. (3) Given the reactants Cl[C:2]1[C:11]2[C:6](=[CH:7][CH:8]=[CH:9][CH:10]=2)[N:5]=[C:4]([CH2:12][Cl:13])[N:3]=1.Cl.N[C@H:16]([C:21](N)=[O:22])[C@H](CC)C.C(=O)([O-])[O-].[K+].[K+].C(#N)C, predict the reaction product. The product is: [Cl:13][CH2:12][C:4]1[N:3]=[C:2]([O:22][CH2:21][CH3:16])[C:11]2[C:6](=[CH:7][CH:8]=[CH:9][CH:10]=2)[N:5]=1. (4) Given the reactants [CH3:1][O:2][CH2:3][CH2:4][O:5][C:6]1[CH:11]=[CH:10][CH:9]=[CH:8][C:7]=1[C:12](=O)[CH2:13][C:14]([C:16]1[CH:21]=[CH:20][C:19]([O:22]CC2C=CC=CC=2)=[C:18]([CH3:30])[CH:17]=1)=O.[NH2:32][C:33]([NH2:35])=[O:34].[ClH:36].O1CCOCC1, predict the reaction product. The product is: [ClH:36].[OH:22][C:19]1[CH:20]=[CH:21][C:16]([C:14]2[CH:13]=[C:12]([C:7]3[CH:8]=[CH:9][CH:10]=[CH:11][C:6]=3[O:5][CH2:4][CH2:3][O:2][CH3:1])[NH:35][C:33](=[O:34])[N:32]=2)=[CH:17][C:18]=1[CH3:30].